The task is: Predict the reaction yield, written as a fraction of the theoretical maximum amount of product (1.0 means a 100% yield; for example, 0.34 means a 34% yield).. This data is from Reaction yield outcomes from USPTO patents with 853,638 reactions. (1) The reactants are N(C(C)C)C(C)C.[Li]CCCC.[Br:13][C:14]1[CH:19]=[CH:18][C:17]([NH2:20])=[C:16]([F:21])[CH:15]=1.Cl[C:23]1[C:24]([C:31]([OH:33])=[O:32])=[CH:25][N:26]([CH3:30])[C:27](=[O:29])[CH:28]=1. The catalyst is C1COCC1. The product is [Br:13][C:14]1[CH:19]=[CH:18][C:17]([NH:20][C:23]2[C:24]([C:31]([OH:33])=[O:32])=[CH:25][N:26]([CH3:30])[C:27](=[O:29])[CH:28]=2)=[C:16]([F:21])[CH:15]=1. The yield is 0.770. (2) The reactants are [CH3:1][C:2]1[N:3]=[CH:4][C:5]2[N:6]([CH:8]=[C:9]([C:11]([O:13]CC)=O)[N:10]=2)[CH:7]=1.[CH3:16][CH2:17][O:18][C:19]([CH3:21])=[O:20].[H-].[Na+]. The catalyst is C1(C)C=CC=CC=1. The product is [CH3:1][C:2]1[N:3]=[CH:4][C:5]2[N:6]([CH:8]=[C:9]([C:11](=[O:13])[CH2:21][C:19]([O:18][CH2:17][CH3:16])=[O:20])[N:10]=2)[CH:7]=1. The yield is 0.780.